Predict the reaction yield, written as a fraction of the theoretical maximum amount of product (1.0 means a 100% yield; for example, 0.34 means a 34% yield). From a dataset of Reaction yield outcomes from USPTO patents with 853,638 reactions. (1) The reactants are Br[CH2:2][CH2:3][CH2:4][O:5][C:6]1[CH:11]=[C:10]([N+:12]([O-:14])=[O:13])[CH:9]=[CH:8][C:7]=1[NH:15][CH2:16][CH3:17].CN(C)C=O.CC(C)([O-])C.[K+].O. The catalyst is O1CCCC1.[H-].[Na+]. The product is [CH2:16]([N:15]1[C:7]2[CH:8]=[CH:9][C:10]([N+:12]([O-:14])=[O:13])=[CH:11][C:6]=2[O:5][CH2:4][CH2:3][CH2:2]1)[CH3:17]. The yield is 0.480. (2) The reactants are [Br:1][C:2]1[C:6]2[N:7]=[CH:8][NH:9][C:10](=O)[C:5]=2[S:4][CH:3]=1.O=P(Cl)(Cl)[Cl:14]. No catalyst specified. The product is [Br:1][C:2]1[C:6]2[N:7]=[CH:8][N:9]=[C:10]([Cl:14])[C:5]=2[S:4][CH:3]=1. The yield is 0.390. (3) The reactants are [CH3:1][O:2][C:3]1[CH:4]=[C:5]([C:11]([C:13]2[CH:18]=[C:17]([O:19][CH3:20])[C:16]([O:21][CH3:22])=[C:15]([O:23][CH3:24])[CH:14]=2)=O)[CH:6]=[CH:7][C:8]=1[O:9][CH3:10].C(OP([CH2:33][C:34]#[N:35])(=O)OCC)C.C[Si]([N-][Si](C)(C)C)(C)C.[K+].COC1C=C(C(C2C=CC=C(OC)C=2)=CC#N)C=C(OC)C=1. The catalyst is C1COCC1. The product is [CH3:1][O:2][C:3]1[CH:4]=[C:5]([C:11]([C:13]2[CH:18]=[C:17]([O:19][CH3:20])[C:16]([O:21][CH3:22])=[C:15]([O:23][CH3:24])[CH:14]=2)=[CH:33][C:34]#[N:35])[CH:6]=[CH:7][C:8]=1[O:9][CH3:10]. The yield is 0.770. (4) The reactants are [H-].[Na+].[NH:3]1[C:11]2[C:6](=[CH:7][CH:8]=[CH:9][CH:10]=2)[C:5]([C:12]([O:14][CH3:15])=[O:13])=[CH:4]1.[CH3:16]I. The catalyst is CN(C=O)C.O. The product is [CH3:16][N:3]1[C:11]2[C:6](=[CH:7][CH:8]=[CH:9][CH:10]=2)[C:5]([C:12]([O:14][CH3:15])=[O:13])=[CH:4]1. The yield is 0.960.